This data is from Full USPTO retrosynthesis dataset with 1.9M reactions from patents (1976-2016). The task is: Predict the reactants needed to synthesize the given product. (1) Given the product [Br:1][C:2]1[CH:3]=[C:4]([C:5]([OH:7])=[O:6])[CH:8]=[C:9]([C:13]2[CH:18]=[CH:17][C:16]([CH3:19])=[CH:15][CH:14]=2)[CH:10]=1, predict the reactants needed to synthesize it. The reactants are: [Br:1][C:2]1[CH:3]=[C:4]([CH:8]=[C:9](I)[CH:10]=1)[C:5]([OH:7])=[O:6].B(O)(O)[C:13]1[CH:14]=[CH:15][C:16]([CH3:19])=[CH:17][CH:18]=1.C(=O)([O-])[O-].[Cs+].[Cs+].C1(C)C=CC=CC=1.C(O)C.O. (2) Given the product [Cl:1][C:2]1[CH:22]=[CH:21][C:5]2[N:6]([CH3:20])[C:7]3[CH:19]=[CH:18][CH:17]=[CH:16][C:8]=3[C@@H:9]3[C@H:14]([NH:15][CH2:24][C:25]([O:27][CH2:28][CH3:29])=[O:26])[CH2:13][CH2:12][CH2:11][N:10]3[C:4]=2[CH:3]=1, predict the reactants needed to synthesize it. The reactants are: [Cl:1][C:2]1[CH:22]=[CH:21][C:5]2[N:6]([CH3:20])[C:7]3[CH:19]=[CH:18][CH:17]=[CH:16][C:8]=3[C@@H:9]3[C@H:14]([NH2:15])[CH2:13][CH2:12][CH2:11][N:10]3[C:4]=2[CH:3]=1.Br[CH2:24][C:25]([O:27][CH2:28][CH3:29])=[O:26].C(N(CC)CC)C.O.